This data is from Forward reaction prediction with 1.9M reactions from USPTO patents (1976-2016). The task is: Predict the product of the given reaction. Given the reactants C[O:2][C:3]([C:5]1[S:6][C:7]([C:23]2[CH:28]=[CH:27][C:26]([F:29])=[CH:25][CH:24]=2)=[CH:8][C:9]=1[N:10]([CH:20]([CH3:22])[CH3:21])[C:11]([CH:13]1[CH2:18][CH2:17][C:16]([CH3:19])=[CH:15][CH2:14]1)=[O:12])=[O:4].O[Li].O, predict the reaction product. The product is: [F:29][C:26]1[CH:25]=[CH:24][C:23]([C:7]2[S:6][C:5]([C:3]([OH:4])=[O:2])=[C:9]([N:10]([CH:20]([CH3:22])[CH3:21])[C:11]([CH:13]3[CH2:18][CH2:17][C:16]([CH3:19])=[CH:15][CH2:14]3)=[O:12])[CH:8]=2)=[CH:28][CH:27]=1.